From a dataset of Reaction yield outcomes from USPTO patents with 853,638 reactions. Predict the reaction yield, written as a fraction of the theoretical maximum amount of product (1.0 means a 100% yield; for example, 0.34 means a 34% yield). The reactants are C([O:8][C:9]1[CH:14]=[CH:13][N:12]([CH2:15][CH2:16][CH2:17][CH3:18])[C:11](=[O:19])[CH:10]=1)C1C=CC=CC=1. The catalyst is [Pd].C(O)C. The product is [CH2:15]([N:12]1[CH:13]=[CH:14][C:9]([OH:8])=[CH:10][C:11]1=[O:19])[CH2:16][CH2:17][CH3:18]. The yield is 1.00.